From a dataset of Drug-target binding data from BindingDB using IC50 measurements. Regression. Given a target protein amino acid sequence and a drug SMILES string, predict the binding affinity score between them. We predict pIC50 (pIC50 = -log10(IC50 in M); higher means more potent). Dataset: bindingdb_ic50. (1) The compound is Nc1ncnc2c1ncn2[C@H]1CC[C@@H](CC(F)(F)P(=O)(O)O)C1. The target protein (P60891) has sequence MPNIKIFSGSSHQDLSQKIADRLGLELGKVVTKKFSNQETCVEIGESVRGEDVYIVQSGCGEINDNLMELLIMINACKIASASRVTAVIPCFPYARQDKKDKSRAPISAKLVANMLSVAGADHIITMDLHASQIQGFFDIPVDNLYAEPAVLKWIRENISEWRNCTIVSPDAGGAKRVTSIADRLNVDFALIHKERKKANEVDRMVLVGDVKDRVAILVDDMADTCGTICHAADKLLSAGATRVYAILTHGIFSGPAISRINNACFEAVVVTNTIPQEDKMKHCSKIQVIDISMILAEAIRRTHNGESVSYLFSHVPL. The pIC50 is 3.0. (2) The drug is O=C(Nc1cc(-c2ccc(-c3ccccc3)cc2)sc1C(=O)O)N[C@@H](Cc1ccccc1)C(=O)O. The target protein sequence is MGNPILAGLGFSLPKRQVSNHDLVGRINTSDEFIVERTGVRTRYHVEPEQAVSALMVPAARQAIEAAGLLPEDIDLLLVNTLSPDHHDPSQACLIQPLLGLRHIPVLDIRAQCSGLLYGLQMARGQILAGLARHVLVVCGEVLSKRMDCSDRGRNLSILLGDGAGAVVVSAGESLDDGLLDLRLGADGNYFDLLMTAAPGSASPTFLDENVLREGGGEFLMRGRPMFEHASQTLVRIAGEMLAAHELTLDDIDHVICHQPNLRILDAVQEQLGIPQHKFAVTVDRLGNMASASTPVTLAMFWPDIQPGQRVLVLTYGSGATWGAALYRKPEEVNRPC. The pIC50 is 5.6. (3) The compound is O=C(Nc1cccc(C(F)(F)F)c1)Nc1cc(CC2CC2)nn1-c1ccccc1. The target protein (P48544) has sequence MAGDSRNAMNQDMEIGVTPWDPKKIPKQARDYVPIATDRTRLLAEGKKPRQRYMEKSGKCNVHHGNVQETYRYLSDLFTTLVDLKWRFNLLVFTMVYTVTWLFFGFIWWLIAYIRGDLDHVGDQEWIPCVENLSGFVSAFLFSIETETTIGYGFRVITEKCPEGIILLLVQAILGSIVNAFMVGCMFVKISQPKKRAETLMFSNNAVISMRDEKLCLMFRVGDLRNSHIVEASIRAKLIKSRQTKEGEFIPLNQTDINVGFDTGDDRLFLVSPLIISHEINQKSPFWEMSQAQLHQEEFEVVVILEGMVEATGMTCQARSSYMDTEVLWGHRFTPVLTLEKGFYEVDYNTFHDTYETNTPSCCAKELAEMKREGRLLQYLPSPPLLGGCAEAGLDAEAEQNEEDEPKGLGGSREARGSV. The pIC50 is 6.6. (4) The drug is COc1cc2c(cc1OC)C1CC(=O)C(CC(C)C)CN1CC2. The target protein sequence is MALSDLVLLRWLRDSRHSRKLILFIVFLALLLDNMLLTVVVPIIPSYLYSIKHEKNSTEIQTTRPELVVSTSESIFSYYNNSTVLITGNATGTLPGGQSHKATSTQHTVANTTVPSDCPSEDRDLLNENVQVGLLFASKATVQLLTNPFIGLLTNRIGYPIPMFAGFCIMFISTVMFAFSSSYAFLLIARSLQGIGSSCSSVAGMGMLASVYTDDEERGKPMGIALGGLAMGVLVGPPFGSVLYEFVGKTAPFLVLAALVLLDGAIQLFVLQPSRVQPESQKGTPLTTLLKDPYILIAAGSICFANMPIAMLEPALPIWMMETMCSRKWQLGVAFLPASISYLIGTNIFGILAHKMGRWLCALLGMVIVGISILCIPFAKNIYGLIAPNFGVGFAIGMVDSSMMPIMGYLVDLRHVSVYGSVYAIADVAFCMGYAIGPSAGGAIAKAIGFPWLMTIIGIIDIAFAPLCFFLRSPPAKEEKMAILMDHNCPIKRKMYTQNN.... The pIC50 is 7.8. (5) The drug is NS(=O)(=O)OC[C@H]1O[C@@H](n2cnc3c(N[C@H]4CCc5ccccc54)ncnc32)[C@H](O)[C@@H]1O. The target protein (O95352) has sequence MAAATGDPGLSKLQFAPFSSALDVGFWHELTQKKLNEYRLDEAPKDIKGYYYNGDSAGLPARLTLEFSAFDMSAPTPARCCPAIGTLYNTNTLESFKTADKKLLLEQAANEIWESIKSGTALENPVLLNKFLLLTFADLKKYHFYYWFCYPALCLPESLPLIQGPVGLDQRFSLKQIEALECAYDNLCQTEGVTALPYFLIKYDENMVLVSLLKHYSDFFQGQRTKITIGVYDPCNLAQYPGWPLRNFLVLAAHRWSSSFQSVEVVCFRDRTMQGARDVAHSIIFEVKLPEMAFSPDCPKAVGWEKNQKGGMGPRMVNLSECMDPKRLAESSVDLNLKLMCWRLVPTLDLDKVVSVKCLLLGAGTLGCNVARTLMGWGVRHITFVDNAKISYSNPVRQPLYEFEDCLGGGKPKALAAADRLQKIFPGVNARGFNMSIPMPGHPVNFSSVTLEQARRDVEQLEQLIESHDVVFLLMDTRESRWLPAVIAASKRKLVINAAL.... The pIC50 is 4.0. (6) The compound is O=C(Nc1cccc(NC(=O)c2ccc(C(F)(F)F)cc2)c1)c1ccccc1. The target protein (Q9NPC2) has sequence MKRQNVRTLSLIVCTFTYLLVGAAVFDALESDHEMREEEKLKAEEIRIKGKYNISSEDYRQLELVILQSEPHRAGVQWKFAGSFYFAITVITTIGYGHAAPGTDAGKAFCMFYAVLGIPLTLVMFQSLGERMNTFVRYLLKRIKKCCGMRNTDVSMENMVTVGFFSCMGTLCIGAAAFSQCEEWSFFHAYYYCFITLTTIGFGDYVALQTKGALQKKPLYVAFSFMYILVGLTVIGAFLNLVVLRFLTMNSEDERRDAEERASLAGNRNSMVIHIPEEPRPSRPRYKADVPDLQSVCSCTCYRSQDYGGRSVAPQNSFSAKLAPHYFHSISYKIEEISPSTLKNSLFPSPISSISPGLHSFTDHQRLMKRRKSV. The pIC50 is 4.5. (7) The pIC50 is 8.3. The target protein sequence is DAEFRHDSGYEVHHQKLVFFAEDVGSNKGAIIGLMVGGVV. The small molecule is CP1(=O)OCC[C@]2(CCC[C@@]3(S(=O)(=O)c4ccc(Cl)cc4)c4c(F)ccc(F)c4OC[C@@H]23)CO1. (8) The small molecule is Oc1ccc(-c2n[nH]cc2-c2nc3ccccc3s2)c(O)c1. The target protein (Q13418) has sequence MDDIFTQCREGNAVAVRLWLDNTENDLNQGDDHGFSPLHWACREGRSAVVEMLIMRGARINVMNRGDDTPLHLAASHGHRDIVQKLLQYKADINAVNEHGNVPLHYACFWGQDQVAEDLVANGALVSICNKYGEMPVDKAKAPLRELLRERAEKMGQNLNRIPYKDTFWKGTTRTRPRNGTLNKHSGIDFKQLNFLTKLNENHSGELWKGRWQGNDIVVKVLKVRDWSTRKSRDFNEECPRLRIFSHPNVLPVLGACQSPPAPHPTLITHWMPYGSLYNVLHEGTNFVVDQSQAVKFALDMARGMAFLHTLEPLIPRHALNSRSVMIDEDMTARISMADVKFSFQCPGRMYAPAWVAPEALQKKPEDTNRRSADMWSFAVLLWELVTREVPFADLSNMEIGMKVALEGLRPTIPPGISPHVCKLMKICMNEDPAKRPKFDMIVPILEKMQDK. The pIC50 is 5.5. (9) The pIC50 is 7.7. The target protein (O54939) has sequence MEQFLLSVGLLVCLVCLVKCVRFSRYLFLSFCKALPGSFLRSMGQWAVITGAGDGIGKAYSFELARHGLNVVLISRTLEKLQVISEEIERTTGSRVKVVQADFTREDIYDHIEEQLKGLEIGVLVNNVGMLPNLLPSHFLSTSGESQSVIHCNITSVVKMTQLVLKHMESRRRGLILNISSGVGVRPWPLYSLYSASKAFVCTFSKALNVEYRDKGIIIQVLTPYSVSTPMTKYLNTSRVTKTADEFVKESLKYVTIGAETCGCLAHEILAIILNLIPSRIFYSSTTQRFLLKQFSDYLKSNISNR. The drug is C[C@]12CC[C@H]3[C@@H](CC[C@H]4C[C@]5(CC[C@@]43C)CN[C@@H](Cc3ccccc3)C(=O)O5)[C@@H]1CCC2=O. (10) The drug is CCCCCCCCCCCCCCC(=O)C(=O)NCCC(=O)O. The target protein (P14555) has sequence MKTLLLLAVIMIFGLLQAHGNLVNFHRMIKLTTGKEAALSYGFYGCHCGVGGRGSPKDATDRCCVTHDCCYKRLEKRGCGTKFLSYKFSNSGSRITCAKQDSCRSQLCECDKAAATCFARNKTTYNKKYQYYSNKHCRGSTPRC. The pIC50 is 5.2.